This data is from Forward reaction prediction with 1.9M reactions from USPTO patents (1976-2016). The task is: Predict the product of the given reaction. Given the reactants [Br:1][C:2]1[CH:16]=[CH:15][C:14]([C:17](Cl)=[N:18][OH:19])=[CH:13][C:3]=1[CH2:4][NH:5][C:6](=[O:12])[O:7][C:8]([CH3:11])([CH3:10])[CH3:9].[Cl:21][C:22]1[CH:27]=[C:26]([C:28](=[CH2:33])[C:29]([F:32])([F:31])[F:30])[CH:25]=[C:24]([Cl:34])[C:23]=1[Cl:35].C(=O)([O-])O.[Na+], predict the reaction product. The product is: [Br:1][C:2]1[CH:16]=[CH:15][C:14]([C:17]2[CH2:33][C:28]([C:26]3[CH:25]=[C:24]([Cl:34])[C:23]([Cl:35])=[C:22]([Cl:21])[CH:27]=3)([C:29]([F:32])([F:31])[F:30])[O:19][N:18]=2)=[CH:13][C:3]=1[CH2:4][NH:5][C:6](=[O:12])[O:7][C:8]([CH3:11])([CH3:10])[CH3:9].